Dataset: Forward reaction prediction with 1.9M reactions from USPTO patents (1976-2016). Task: Predict the product of the given reaction. (1) Given the reactants Br.[CH3:2][C:3]1[N:7]([CH:8]2[CH2:14][CH:13]3[N:15]([CH2:16][CH2:17][C:18]4([C:24]5[CH:25]=[C:26]([OH:30])[CH:27]=[CH:28][CH:29]=5)[CH2:23][CH2:22][NH:21][CH2:20][CH2:19]4)[CH:10]([CH2:11][CH2:12]3)[CH2:9]2)[C:6]2[CH:31]=[CH:32][CH:33]=[CH:34][C:5]=2[N:4]=1.C(N(CC)CC)C.[Cl:42][C:43]1[CH:51]=[CH:50][C:46]([C:47](O)=[O:48])=[CH:45][C:44]=1[S:52](=[O:55])(=[O:54])[NH2:53].F[P-](F)(F)(F)(F)F.N1(OC(N(C)C)=[N+](C)C)C2N=CC=CC=2N=N1, predict the reaction product. The product is: [OH-:30].[NH4+:4].[Cl:42][C:43]1[CH:51]=[CH:50][C:46]([C:47]([N:21]2[CH2:20][CH2:19][C:18]([C:24]3[CH:29]=[CH:28][CH:27]=[C:26]([OH:30])[CH:25]=3)([CH2:17][CH2:16][N:15]3[C@H:13]4[CH2:12][CH2:11][C@@H:10]3[CH2:9][CH:8]([N:7]3[C:6]5[CH:31]=[CH:32][CH:33]=[CH:34][C:5]=5[N:4]=[C:3]3[CH3:2])[CH2:14]4)[CH2:23][CH2:22]2)=[O:48])=[CH:45][C:44]=1[S:52]([NH2:53])(=[O:55])=[O:54]. (2) Given the reactants [Br-].[Cl:2][C:3]1[CH:8]=[CH:7][CH:6]=[CH:5][CH:4]=1.[NH:9]1[CH:13]=[CH:12][C:11]([C:14]([O:16][CH2:17][CH3:18])=[O:15])=[N:10]1.C([O-])([O-])=O.[K+].[K+], predict the reaction product. The product is: [Cl:2][C:3]1[CH:8]=[CH:7][C:6]([N:9]2[CH:13]=[CH:12][C:11]([C:14]([O:16][CH2:17][CH3:18])=[O:15])=[N:10]2)=[CH:5][CH:4]=1. (3) Given the reactants C([N:8]1[CH2:12][C@H:11]([C:13]2[CH:18]=[CH:17][CH:16]=[C:15]([C:19]([F:22])([F:21])[F:20])[CH:14]=2)[C@@H:10]([CH2:23][O:24][Si:25]([C:28]([CH3:31])([CH3:30])[CH3:29])([CH3:27])[CH3:26])[CH2:9]1)C1C=CC=CC=1.C([O-])=O.[NH4+].CO, predict the reaction product. The product is: [Si:25]([O:24][CH2:23][C@@H:10]1[C@@H:11]([C:13]2[CH:18]=[CH:17][CH:16]=[C:15]([C:19]([F:21])([F:20])[F:22])[CH:14]=2)[CH2:12][NH:8][CH2:9]1)([C:28]([CH3:31])([CH3:30])[CH3:29])([CH3:27])[CH3:26]. (4) Given the reactants Br[C:2]1[CH:3]=[C:4]2[C:9](=[CH:10][CH:11]=1)[NH:8][C:7](=[O:12])[CH2:6][CH2:5]2.[F:13][C:14]([F:25])([F:24])[C:15]1[CH:20]=[CH:19][C:18](B(O)O)=[CH:17][CH:16]=1.C(=O)(O)[O-].[Na+].O, predict the reaction product. The product is: [F:13][C:14]([F:25])([F:24])[C:15]1[CH:20]=[CH:19][C:18]([C:2]2[CH:3]=[C:4]3[C:9](=[CH:10][CH:11]=2)[NH:8][C:7](=[O:12])[CH2:6][CH2:5]3)=[CH:17][CH:16]=1. (5) Given the reactants [Cl:1][C:2]1[CH:3]=[C:4]2[C:9](=[CH:10][CH:11]=1)[CH:8]=[C:7]([S:12]([NH:15][C@H:16]1[CH2:20][CH2:19][N:18]([C@@H:21]([CH3:38])[C:22]([N:24]([CH:35]([CH3:37])[CH3:36])[CH2:25][CH2:26][NH:27]C(=O)OC(C)(C)C)=[O:23])[C:17]1=[O:39])(=[O:14])=[O:13])[CH:6]=[CH:5]2.FC(F)(F)C(O)=O, predict the reaction product. The product is: [NH2:27][CH2:26][CH2:25][N:24]([CH:35]([CH3:37])[CH3:36])[C:22](=[O:23])[C@@H:21]([N:18]1[CH2:19][CH2:20][C@H:16]([NH:15][S:12]([C:7]2[CH:6]=[CH:5][C:4]3[C:9](=[CH:10][CH:11]=[C:2]([Cl:1])[CH:3]=3)[CH:8]=2)(=[O:13])=[O:14])[C:17]1=[O:39])[CH3:38].